From a dataset of Forward reaction prediction with 1.9M reactions from USPTO patents (1976-2016). Predict the product of the given reaction. (1) Given the reactants [Cl:1][C:2]1[CH:3]=[C:4]([CH:25]=[CH:26][C:27]=1[O:28][CH3:29])[CH2:5][NH:6][C:7]1[C:12]([C:13]([O:15]CC)=[O:14])=[CH:11][N:10]=[C:9]([N:18]2[CH2:24][CH2:23][C:20]3([CH2:22][CH2:21]3)[CH2:19]2)[N:8]=1.ClC1C=C(C=CC=1OC)CNC1C(C(OCC)=O)=CN=C(SC)N=1, predict the reaction product. The product is: [Cl:1][C:2]1[CH:3]=[C:4]([CH:25]=[CH:26][C:27]=1[O:28][CH3:29])[CH2:5][NH:6][C:7]1[C:12]([C:13]([OH:15])=[O:14])=[CH:11][N:10]=[C:9]([N:18]2[CH2:24][CH2:23][C:20]3([CH2:21][CH2:22]3)[CH2:19]2)[N:8]=1. (2) Given the reactants F[C:2]1[CH:7]=[CH:6][CH:5]=[CH:4][C:3]=1[N:8]1[CH2:13][CH2:12][NH:11][C@H:10]([CH3:14])[CH2:9]1.BrC1C=CC([C:22]([F:25])([F:24])[F:23])=CC=1, predict the reaction product. The product is: [CH3:14][C@H:10]1[NH:11][CH2:12][CH2:13][N:8]([C:3]2[CH:4]=[CH:5][C:6]([C:22]([F:25])([F:24])[F:23])=[CH:7][CH:2]=2)[CH2:9]1.